This data is from Experimentally validated miRNA-target interactions with 360,000+ pairs, plus equal number of negative samples. The task is: Binary Classification. Given a miRNA mature sequence and a target amino acid sequence, predict their likelihood of interaction. (1) The miRNA is mmu-miR-297c-3p with sequence UAUACAUACACACAUACCCAUA. The protein sequence of the target gene is MAAHLKKRVYEEFTKVVQPQEEIATKKLRLTKPSKSAALHIDLCKATSPADALQYLLQFARKPVEAESVEGVVRILLEHYYKENDPSVRLKIASLLGLLSKTAGFSPDCIMDDAINILQNEKSHQVLAQLLDTLLAIGTKLPENQAIQMRLVDVACKHLTDTSHGVRNKCLQLLGNLGSLEKSVTKDAEGLAARDVQKIIGDYFSDQDPRVRTAAIKAMLQLHERGLKLHQTIYNQACKLLSDDYEQVRSAAVQLIWVVSQLYPESIVPIPSSNEEIRLVDDAFGKICHMVSDGSWVVRV.... Result: 0 (no interaction). (2) The miRNA is hsa-miR-6808-5p with sequence CAGGCAGGGAGGUGGGACCAUG. The protein sequence of the target gene is MSGASVKVAVRVRPFNSRETSKESKCIIQMQGNSTSIINPKNPKEAPKSFSFDYSYWSHTSPEDPCFASQNRVYNDIGKEMLLHAFEGYNVCIFAYGQTGAGKSYTMMGKQEESQAGIIPQLCEELFEKINDNCNEEMSYSVEVSYMEIYCERVRDLLNPKNKGNLRVREHPLLGPYVEDLSKLAVTSYTDIADLMDAGNKARTVAATNMNETSSRSHAVFTIVFTQKKQDPETNLSTEKVSKISLVDLAGSERADSTGAKGTRLKEGANINKSLTTLGKVISALAEVDNCTSKSKKKKK.... Result: 0 (no interaction). (3) The miRNA is hsa-miR-633 with sequence CUAAUAGUAUCUACCACAAUAAA. The protein sequence of the target gene is MWVCSTLWRVRTPARQWRGLLPASGCHGPAASSYSASAEPARVRALVYGHHGDPAKVVELKNLELAAVRGSDVRVKMLAAPINPSDINMIQGNYGFLPELPAVGGNEGVAQVVAVGSNVTGLKPGDWVIPANAGLGTWRTEAVFSEEALIQVPSDIPLQSAATLGVNPCTAYRMLMDFEQLQPGDSVIQNASNSGVGQAVIQIAAALGLRTINVVRDRPDIQKLSDRLKSLGAEHVITEEELRRPEMKNFFKDMPQPRLALNCVGGKSSTELLRQLARGGTMVTYGGMAKQPVVASVSLL.... Result: 0 (no interaction). (4) The miRNA is hsa-miR-4786-5p with sequence UGAGACCAGGACUGGAUGCACC. The protein sequence of the target gene is MASHKLLVTPPKALLKPLSIPNQLLLGPGPSNLPPRIMAAGGLQMIGSMSKDMYQIMDEIKEGIQYVFQTRNPLTLVISGSGHCALEAALVNVLEPGDSFLVGANGIWGQRAVDIGERIGARVHPMTKDPGGHYTLQEVEEGLAQHKPVLLFLTHGESSTGVLQPLDGFGELCHRYKCLLLVDSVASLGGTPLYMDRQGIDILYSGSQKALNAPPGTSLISFSDKAKKKMYSRKTKPFSFYLDIKWLANFWGCDDQPRMYHHTIPVISLYSLRESLALIAEQGLENSWRQHREAAAYLHG.... Result: 1 (interaction). (5) The miRNA is hsa-miR-1250-5p with sequence ACGGUGCUGGAUGUGGCCUUU. The protein sequence of the target gene is MQPKVPLGSRKQKPCSDMGDVQRAARSRGSLSAHMLLLLLASITMLLCARGAHGRPTEEDEELVLPSLERAPGHDSTTTRLRLDAFGQQLHLKLQPDSGFLAPGFTLQTVGRSPGSEAQHLDPTGDLAHCFYSGTVNGDPGSAAALSLCEGVRGAFYLQGEEFFIQPAPGVATERLAPAVPEEESSARPQFHILRRRRRGSGGAKCGVMDDETLPTSDSRPESQNTRNQWPVRDPTPQDAGKPSGPGSIRKKRFVSSPRYVETMLVADQSMADFHGSGLKHYLLTLFSVAARFYKHPSIR.... Result: 0 (no interaction).